Dataset: Forward reaction prediction with 1.9M reactions from USPTO patents (1976-2016). Task: Predict the product of the given reaction. (1) The product is: [CH3:1][O:2][C:3](=[O:13])[C:4]1[C:9]([Cl:10])=[CH:8][C:7]([C:14]2[CH:19]=[CH:18][CH:17]=[CH:16][CH:15]=2)=[CH:6][C:5]=1[Cl:12]. Given the reactants [CH3:1][O:2][C:3](=[O:13])[C:4]1[C:9]([Cl:10])=[CH:8][C:7](Br)=[CH:6][C:5]=1[Cl:12].[C:14]1(B(O)O)[CH:19]=[CH:18][CH:17]=[CH:16][CH:15]=1.C([O-])([O-])=O.[Na+].[Na+], predict the reaction product. (2) Given the reactants [C:1]1([O:7][C:8]2[CH:13]=[CH:12][CH:11]=[CH:10][CH:9]=2)[CH:6]=[CH:5][CH:4]=[CH:3][CH:2]=1.Cl[S:15]([OH:18])(=[O:17])=[O:16].C(CC(C)(C)C)(C)C, predict the reaction product. The product is: [O:7]([C:1]1[CH:2]=[CH:3][C:4]([S:15]([OH:18])(=[O:17])=[O:16])=[CH:5][CH:6]=1)[C:8]1[CH:9]=[CH:10][CH:11]=[CH:12][CH:13]=1. (3) Given the reactants [C:1]([CH2:3][C:4]1([N:18]2[CH:22]=[C:21](B3OC(C)(C)C(C)(C)O3)[CH:20]=[N:19]2)[CH2:7][N:6]([C:8]2[N:9]=[CH:10][C:11]([C:14]([O:16][CH3:17])=[O:15])=[N:12][CH:13]=2)[CH2:5]1)#[N:2].Br[C:33]1[CH:38]=[CH:37][N:36]=[C:35]2[NH:39][CH:40]=[CH:41][C:34]=12.C(=O)(O)[O-].[Na+].O, predict the reaction product. The product is: [C:1]([CH2:3][C:4]1([N:18]2[CH:22]=[C:21]([C:33]3[CH:38]=[CH:37][N:36]=[C:35]4[NH:39][CH:40]=[CH:41][C:34]=34)[CH:20]=[N:19]2)[CH2:7][N:6]([C:8]2[N:9]=[CH:10][C:11]([C:14]([O:16][CH3:17])=[O:15])=[N:12][CH:13]=2)[CH2:5]1)#[N:2]. (4) Given the reactants Br[C:2]1[CH:7]=[CH:6][C:5]([S:8]([N:11]([CH3:19])[CH2:12][CH2:13][N:14]2[CH2:18][CH2:17][CH2:16][CH2:15]2)(=[O:10])=[O:9])=[CH:4][CH:3]=1.[Cl:20][C:21]1[CH:26]=[CH:25][CH:24]=[C:23]([Cl:27])[C:22]=1[C:28]1[CH:38]=[C:37]([CH3:39])[C:31]2[N:32]=[C:33]([NH2:36])[N:34]=[N:35][C:30]=2[CH:29]=1.C([O-])([O-])=O.[Cs+].[Cs+].CC1(C)C2C(=C(P(C3C=CC=CC=3)C3C=CC=CC=3)C=CC=2)OC2C(P(C3C=CC=CC=3)C3C=CC=CC=3)=CC=CC1=2, predict the reaction product. The product is: [Cl:20][C:21]1[CH:26]=[CH:25][CH:24]=[C:23]([Cl:27])[C:22]=1[C:28]1[CH:38]=[C:37]([CH3:39])[C:31]2[N:32]=[C:33]([NH:36][C:2]3[CH:7]=[CH:6][C:5]([S:8]([N:11]([CH3:19])[CH2:12][CH2:13][N:14]4[CH2:18][CH2:17][CH2:16][CH2:15]4)(=[O:10])=[O:9])=[CH:4][CH:3]=3)[N:34]=[N:35][C:30]=2[CH:29]=1. (5) Given the reactants [F:1][C:2]([F:14])([F:13])[C:3]1[N:4]=[C:5]([C:8]([O:10]CC)=[O:9])[S:6][CH:7]=1.[OH-].[Na+].Cl.O, predict the reaction product. The product is: [F:14][C:2]([F:1])([F:13])[C:3]1[N:4]=[C:5]([C:8]([OH:10])=[O:9])[S:6][CH:7]=1.